Dataset: NCI-60 drug combinations with 297,098 pairs across 59 cell lines. Task: Regression. Given two drug SMILES strings and cell line genomic features, predict the synergy score measuring deviation from expected non-interaction effect. (1) Drug 1: CC1CCC2CC(C(=CC=CC=CC(CC(C(=O)C(C(C(=CC(C(=O)CC(OC(=O)C3CCCCN3C(=O)C(=O)C1(O2)O)C(C)CC4CCC(C(C4)OC)OCCO)C)C)O)OC)C)C)C)OC. Drug 2: C1CC(=O)NC(=O)C1N2C(=O)C3=CC=CC=C3C2=O. Cell line: HCT-15. Synergy scores: CSS=9.45, Synergy_ZIP=-0.132, Synergy_Bliss=-8.02, Synergy_Loewe=2.85, Synergy_HSA=-5.30. (2) Drug 1: C1=NC2=C(N1)C(=S)N=C(N2)N. Drug 2: C1CN1P(=S)(N2CC2)N3CC3. Cell line: IGROV1. Synergy scores: CSS=35.7, Synergy_ZIP=4.06, Synergy_Bliss=6.54, Synergy_Loewe=6.93, Synergy_HSA=8.29. (3) Drug 1: CC1=C2C(C(=O)C3(C(CC4C(C3C(C(C2(C)C)(CC1OC(=O)C(C(C5=CC=CC=C5)NC(=O)OC(C)(C)C)O)O)OC(=O)C6=CC=CC=C6)(CO4)OC(=O)C)O)C)O. Drug 2: CC1CCC2CC(C(=CC=CC=CC(CC(C(=O)C(C(C(=CC(C(=O)CC(OC(=O)C3CCCCN3C(=O)C(=O)C1(O2)O)C(C)CC4CCC(C(C4)OC)OCCO)C)C)O)OC)C)C)C)OC. Cell line: NCI/ADR-RES. Synergy scores: CSS=-4.10, Synergy_ZIP=4.27, Synergy_Bliss=6.90, Synergy_Loewe=0.131, Synergy_HSA=0.378. (4) Drug 1: CC1C(C(=O)NC(C(=O)N2CCCC2C(=O)N(CC(=O)N(C(C(=O)O1)C(C)C)C)C)C(C)C)NC(=O)C3=C4C(=C(C=C3)C)OC5=C(C(=O)C(=C(C5=N4)C(=O)NC6C(OC(=O)C(N(C(=O)CN(C(=O)C7CCCN7C(=O)C(NC6=O)C(C)C)C)C)C(C)C)C)N)C. Drug 2: CC1=C(C(CCC1)(C)C)C=CC(=CC=CC(=CC(=O)O)C)C. Cell line: OVCAR-8. Synergy scores: CSS=68.3, Synergy_ZIP=-5.05, Synergy_Bliss=-5.81, Synergy_Loewe=-7.23, Synergy_HSA=-3.64. (5) Drug 2: C1CNP(=O)(OC1)N(CCCl)CCCl. Drug 1: C(=O)(N)NO. Cell line: A549. Synergy scores: CSS=-0.754, Synergy_ZIP=0.526, Synergy_Bliss=1.70, Synergy_Loewe=-0.479, Synergy_HSA=0.0309. (6) Drug 1: C1CCC(C(C1)N)N.C(=O)(C(=O)[O-])[O-].[Pt+4]. Drug 2: C(CN)CNCCSP(=O)(O)O. Cell line: MOLT-4. Synergy scores: CSS=63.0, Synergy_ZIP=-2.58, Synergy_Bliss=-5.73, Synergy_Loewe=-50.8, Synergy_HSA=-5.49. (7) Drug 1: C1=NC2=C(N=C(N=C2N1C3C(C(C(O3)CO)O)F)Cl)N. Drug 2: CC12CCC3C(C1CCC2O)C(CC4=C3C=CC(=C4)O)CCCCCCCCCS(=O)CCCC(C(F)(F)F)(F)F. Cell line: SF-268. Synergy scores: CSS=-0.0955, Synergy_ZIP=7.20, Synergy_Bliss=2.03, Synergy_Loewe=-0.456, Synergy_HSA=-0.290.